This data is from Tyrosyl-DNA phosphodiesterase HTS with 341,365 compounds. The task is: Binary Classification. Given a drug SMILES string, predict its activity (active/inactive) in a high-throughput screening assay against a specified biological target. (1) The compound is Brc1oc(c2[nH]c3cc(N4C(=O)c5c(C4=O)cccc5)ccc3n2)cc1. The result is 1 (active). (2) The molecule is o1c2c(c3nn(cc3CC2)CC)c(c1C(=O)Nc1c(c(ccc1)C)C)C. The result is 0 (inactive). (3) The compound is S(=O)(=O)(N1C(OCCC1)CNC(=O)C(=O)NC1CCCC1)c1c(cc(F)cc1)C. The result is 0 (inactive). (4) The drug is O=C(N1CC(CCC1)C)CC(c1c2oc(=O)cc(c2c(OC)cc1OC)c1ccccc1)c1ccc(OC)cc1. The result is 0 (inactive). (5) The drug is Clc1ccc(OCC(O)Cn2c(N3CCCCCC3)nc3n(c(=O)n(c(=O)c23)C)C)cc1. The result is 0 (inactive). (6) The compound is Brc1c(C(=O)Nn2c(nc3c(c2=O)cccc3)C)cc(OC)cc1. The result is 0 (inactive).